This data is from Forward reaction prediction with 1.9M reactions from USPTO patents (1976-2016). The task is: Predict the product of the given reaction. (1) Given the reactants [CH3:1][C:2]1[C:6]([CH3:7])=[N:5][N:4]([C:8]2[C:9]([C:15]([O:17]C)=[O:16])=[N:10][C:11]([CH3:14])=[CH:12][CH:13]=2)[N:3]=1.[OH-].[Li+], predict the reaction product. The product is: [CH3:7][C:6]1[C:2]([CH3:1])=[N:3][N:4]([C:8]2[C:9]([C:15]([OH:17])=[O:16])=[N:10][C:11]([CH3:14])=[CH:12][CH:13]=2)[N:5]=1. (2) Given the reactants [Br:1][C:2]1[CH:7]=[CH:6][C:5]([C:8]2[N:13]=[C:12]3[O:14][C:15]([CH3:20])([CH3:19])[CH2:16][CH:17]([NH2:18])[C:11]3=[CH:10][C:9]=2[C:21]2[CH:26]=[CH:25][C:24]([Cl:27])=[CH:23][CH:22]=2)=[C:4]([Cl:28])[CH:3]=1.CCN(CC)CC.[C:36](O[C:36]([O:38][C:39]([CH3:42])([CH3:41])[CH3:40])=[O:37])([O:38][C:39]([CH3:42])([CH3:41])[CH3:40])=[O:37], predict the reaction product. The product is: [Br:1][C:2]1[CH:7]=[CH:6][C:5]([C:8]2[N:13]=[C:12]3[O:14][C:15]([CH3:20])([CH3:19])[CH2:16][CH:17]([NH:18][C:36](=[O:37])[O:38][C:39]([CH3:42])([CH3:41])[CH3:40])[C:11]3=[CH:10][C:9]=2[C:21]2[CH:22]=[CH:23][C:24]([Cl:27])=[CH:25][CH:26]=2)=[C:4]([Cl:28])[CH:3]=1. (3) Given the reactants [NH:1]1[C:5]2[CH:6]=[CH:7][CH:8]=[CH:9][C:4]=2[N:3]=[C:2]1[C:10]1[C:14]([NH2:15])=[CH:13][NH:12][N:11]=1.Cl[C:17]([C:19]([CH3:26])([CH3:25])[CH2:20][O:21][C:22](=[O:24])[CH3:23])=[O:18].N1C2C=CC=CC=2N=C1C1C(NC(=O)C(C)C)=CNN=1, predict the reaction product. The product is: [NH:3]1[C:4]2[CH:9]=[CH:8][CH:7]=[CH:6][C:5]=2[N:1]=[C:2]1[C:10]1[C:14]([NH:15][C:17]([C:19]([CH3:26])([CH3:25])[CH2:20][O:21][C:22](=[O:24])[CH3:23])=[O:18])=[CH:13][NH:12][N:11]=1.